This data is from Full USPTO retrosynthesis dataset with 1.9M reactions from patents (1976-2016). The task is: Predict the reactants needed to synthesize the given product. Given the product [O:51]=[C:49]1[NH:48][C:47](=[O:52])[CH:46]([CH2:45][C:44]2[CH:43]=[CH:42][C:41]([O:40][CH2:39][C:37]3[N:36]([CH3:55])[C:35]4[CH:56]=[C:31]([O:30][C:29]5[CH:57]=[CH:58][C:26]([NH:25][C:20]([CH:14]6[CH2:15][CH2:16][CH2:17][CH2:18][CH2:19]6)=[O:22])=[CH:27][CH:28]=5)[CH:32]=[CH:33][C:34]=4[N:38]=3)=[CH:54][CH:53]=2)[S:50]1, predict the reactants needed to synthesize it. The reactants are: C(N(CC)CC)C.ClC(OCC)=O.[CH:14]1([C:20]([OH:22])=O)[CH2:19][CH2:18][CH2:17][CH2:16][CH2:15]1.Cl.Cl.[NH2:25][C:26]1[CH:58]=[CH:57][C:29]([O:30][C:31]2[CH:32]=[CH:33][C:34]3[N:38]=[C:37]([CH2:39][O:40][C:41]4[CH:54]=[CH:53][C:44]([CH2:45][CH:46]5[S:50][C:49](=[O:51])[NH:48][C:47]5=[O:52])=[CH:43][CH:42]=4)[N:36]([CH3:55])[C:35]=3[CH:56]=2)=[CH:28][CH:27]=1.